This data is from Peptide-MHC class I binding affinity with 185,985 pairs from IEDB/IMGT. The task is: Regression. Given a peptide amino acid sequence and an MHC pseudo amino acid sequence, predict their binding affinity value. This is MHC class I binding data. The peptide sequence is WFTAGYSGGDI. The MHC is Patr-A0901 with pseudo-sequence Patr-A0901. The binding affinity (normalized) is 0.383.